From a dataset of Volume of distribution at steady state (VDss) regression data from Lombardo et al.. Regression/Classification. Given a drug SMILES string, predict its absorption, distribution, metabolism, or excretion properties. Task type varies by dataset: regression for continuous measurements (e.g., permeability, clearance, half-life) or binary classification for categorical outcomes (e.g., BBB penetration, CYP inhibition). For this dataset (vdss_lombardo), we predict log10(VDss) (log10 of volume of distribution in L/kg). (1) The log10(VDss) is -0.640. The drug is NC(=[NH2+])c1ccc(CNC(=O)C2CCN2C(=O)C([NH2+]CC(=O)[O-])C2CCCCC2)cc1. (2) The drug is Cc1ncc([N+](=O)[O-])n1CC(O)CCl. The log10(VDss) is 0.0600. (3) The drug is NC(=[NH2+])NCCCNC(=O)C1CCCCN1C(=O)C(CC1CCCCC1)[NH2+]CC(=O)[O-]. The log10(VDss) is -0.590. (4) The log10(VDss) is -0.180. The compound is Cc1ncc(CO)c(CO)c1O. (5) The drug is Cc1onc(-c2c(F)cccc2Cl)c1C(=O)NC1C(=O)N2C1SC(C)(C)C2C(=O)[O-]. The log10(VDss) is -0.720. (6) The compound is C/C=C1\NC(=O)C2CSSCC/C=C\C(CC(=O)NC(C(C)C)C(=O)N2)OC(=O)C(C(C)C)NC1=O. The log10(VDss) is 0.0800. (7) The drug is O=c1n(CCCN2CCN(c3cccc(Cl)c3)CC2)nc2ccccn12. The log10(VDss) is -0.280.